From a dataset of Full USPTO retrosynthesis dataset with 1.9M reactions from patents (1976-2016). Predict the reactants needed to synthesize the given product. (1) Given the product [F:8][C:6]1[CH:7]=[C:2]([CH:3]=[C:4]([F:15])[C:5]=1[O:9][CH2:10][C:11]([F:14])([F:13])[F:12])[C:17]#[N:18], predict the reactants needed to synthesize it. The reactants are: Br[C:2]1[CH:3]=[C:4]([F:15])[C:5]([O:9][CH2:10][C:11]([F:14])([F:13])[F:12])=[C:6]([F:8])[CH:7]=1.O.[CH3:17][N:18](C=O)C. (2) Given the product [CH2:1]([O:8][N:9]([CH2:10][C@@H:11]([C:16]([N:18]1[CH2:19][CH2:20][N:21]([C:24]2[CH:29]=[CH:28][C:27]([O:30][CH3:31])=[CH:26][CH:25]=2)[CH2:22][CH2:23]1)=[O:17])[CH2:12][CH:13]([CH3:15])[CH3:14])[CH:39]=[O:41])[C:2]1[CH:3]=[CH:4][CH:5]=[CH:6][CH:7]=1, predict the reactants needed to synthesize it. The reactants are: [CH2:1]([O:8][NH:9][CH2:10][C@@H:11]([C:16]([N:18]1[CH2:23][CH2:22][N:21]([C:24]2[CH:29]=[CH:28][C:27]([O:30][CH3:31])=[CH:26][CH:25]=2)[CH2:20][CH2:19]1)=[O:17])[CH2:12][CH:13]([CH3:15])[CH3:14])[C:2]1[CH:7]=[CH:6][CH:5]=[CH:4][CH:3]=1.C(N(CC)CC)C.[C:39](OC=O)(=[O:41])C.